Dataset: Catalyst prediction with 721,799 reactions and 888 catalyst types from USPTO. Task: Predict which catalyst facilitates the given reaction. (1) Reactant: C[O:2][C:3]([C:5]1([CH2:11][S:12]([N:15]2[CH2:20][CH2:19][N:18]([C:21]3[CH:26]=[CH:25][C:24]([C:27]4[CH:28]=[N:29][CH:30]=[CH:31][CH:32]=4)=[CH:23][CH:22]=3)[CH2:17][CH2:16]2)(=[O:14])=[O:13])[CH2:10][CH2:9][O:8][CH2:7][CH2:6]1)=[O:4].O.[OH-].[Li+].CO.O. Product: [N:29]1[CH:30]=[CH:31][CH:32]=[C:27]([C:24]2[CH:23]=[CH:22][C:21]([N:18]3[CH2:19][CH2:20][N:15]([S:12]([CH2:11][C:5]4([C:3]([OH:4])=[O:2])[CH2:6][CH2:7][O:8][CH2:9][CH2:10]4)(=[O:14])=[O:13])[CH2:16][CH2:17]3)=[CH:26][CH:25]=2)[CH:28]=1. The catalyst class is: 7. (2) Reactant: [CH3:1][O:2][CH2:3][CH2:4][O:5][C:6]1[CH:11]=[CH:10][C:9]([C:12]2[C:13]3[CH:20]=[C:19]([CH2:21][O:22][C:23]4[CH:28]=[CH:27][C:26]([C@@H:29]([C:36]#[C:37][CH3:38])[CH2:30][C:31]([O:33]CC)=[O:32])=[CH:25][CH:24]=4)[CH:18]=[CH:17][C:14]=3[S:15][CH:16]=2)=[C:8]([CH3:39])[CH:7]=1.[Li+].[OH-].Cl. Product: [CH3:1][O:2][CH2:3][CH2:4][O:5][C:6]1[CH:11]=[CH:10][C:9]([C:12]2[C:13]3[CH:20]=[C:19]([CH2:21][O:22][C:23]4[CH:28]=[CH:27][C:26]([C@@H:29]([C:36]#[C:37][CH3:38])[CH2:30][C:31]([OH:33])=[O:32])=[CH:25][CH:24]=4)[CH:18]=[CH:17][C:14]=3[S:15][CH:16]=2)=[C:8]([CH3:39])[CH:7]=1. The catalyst class is: 14. (3) Reactant: [C:1]([O-:10])(=[S:9])[CH2:2][CH2:3][CH2:4][CH2:5][CH2:6][CH2:7][CH3:8].[Na+].Cl[CH2:13][CH2:14][CH2:15][Si:16]([O:23][CH2:24][CH3:25])([O:20][CH2:21][CH3:22])[O:17][CH2:18][CH3:19]. Product: [C:1]([S:9][CH2:13][CH2:14][CH2:15][Si:16]([O:17][CH2:18][CH3:19])([O:23][CH2:24][CH3:25])[O:20][CH2:21][CH3:22])(=[O:10])[CH2:2][CH2:3][CH2:4][CH2:5][CH2:6][CH2:7][CH3:8]. The catalyst class is: 689. (4) Reactant: O[CH2:2][N:3]1[CH:7]=[C:6]([C:8]([F:11])([F:10])[F:9])[C:5]([C:12]([O:14][CH2:15][CH3:16])=[O:13])=[CH:4]1.S(Cl)([Cl:19])=O. Product: [Cl:19][CH2:2][N:3]1[CH:7]=[C:6]([C:8]([F:11])([F:10])[F:9])[C:5]([C:12]([O:14][CH2:15][CH3:16])=[O:13])=[CH:4]1. The catalyst class is: 22. (5) Reactant: Br[C:2]1[C:3]([N:27]2[CH2:32][CH2:31][CH2:30][C@@H:29]([NH:33][C:34]([O:36][C:37]([CH3:40])([CH3:39])[CH3:38])=[O:35])[CH2:28]2)=[C:4]2[C:10]([NH:11][C:12](=[O:19])[C:13]3[CH:18]=[CH:17][CH:16]=[N:15][CH:14]=3)=[CH:9][N:8]([C:20]([O:22][C:23]([CH3:26])([CH3:25])[CH3:24])=[O:21])[C:5]2=[N:6][CH:7]=1.[CH:41]1(B(O)O)[CH2:43][CH2:42]1.[O-]P([O-])([O-])=O.[K+].[K+].[K+].C1(P(C2CCCCC2)C2CCCCC2)CCCCC1. Product: [C:37]([O:36][C:34]([NH:33][C@@H:29]1[CH2:30][CH2:31][CH2:32][N:27]([C:3]2[C:2]([CH:41]3[CH2:43][CH2:42]3)=[CH:7][N:6]=[C:5]3[N:8]([C:20]([O:22][C:23]([CH3:26])([CH3:25])[CH3:24])=[O:21])[CH:9]=[C:10]([NH:11][C:12](=[O:19])[C:13]4[CH:18]=[CH:17][CH:16]=[N:15][CH:14]=4)[C:4]=23)[CH2:28]1)=[O:35])([CH3:40])([CH3:39])[CH3:38]. The catalyst class is: 874. (6) Reactant: [CH3:1][C:2]1[C:3](O)=[N:4][CH:5]=[N:6][C:7]=1[CH2:8][O:9][CH3:10].P(Cl)(Cl)([Cl:14])=O. Product: [Cl:14][C:3]1[C:2]([CH3:1])=[C:7]([CH2:8][O:9][CH3:10])[N:6]=[CH:5][N:4]=1. The catalyst class is: 2. (7) Reactant: [Br-].[C:2]1(C([PH3+])(C2C=CC=CC=2)C2C=CC=CC=2)C=CC=CC=1.O1CCCC1.C([Li])CCC.[CH3:32][CH:33]([CH2:40][CH2:41][CH2:42][CH:43]([CH3:50])[CH2:44][CH2:45][CH2:46][CH:47]([CH3:49])[CH3:48])[CH2:34][CH2:35][CH2:36][C:37](=O)[CH3:38]. Product: [CH3:48][C:47]([CH2:46][CH2:45][CH2:44][CH:43]([CH3:50])[CH2:42][CH2:41][CH2:40][CH:33]([CH3:32])[CH2:34][CH2:35][CH2:36][CH:37]([CH3:2])[CH3:38])=[CH2:49]. The catalyst class is: 6.